This data is from Forward reaction prediction with 1.9M reactions from USPTO patents (1976-2016). The task is: Predict the product of the given reaction. (1) Given the reactants [N:1]1[CH:6]=[CH:5][C:4](B(O)O)=[CH:3][CH:2]=1.C(=O)([O-])[O-].[Na+].[Na+].Br[C:17]1[N:22]=[C:21]([C:23]2[N:28]=[CH:27][C:26]3[CH2:29][CH2:30][CH2:31][CH2:32][CH2:33][C:25]=3[N:24]=2)[CH:20]=[CH:19][C:18]=1[CH3:34], predict the reaction product. The product is: [CH3:34][C:18]1[C:17]([C:4]2[CH:5]=[CH:6][N:1]=[CH:2][CH:3]=2)=[N:22][C:21]([C:23]2[N:28]=[CH:27][C:26]3[CH2:29][CH2:30][CH2:31][CH2:32][CH2:33][C:25]=3[N:24]=2)=[CH:20][CH:19]=1. (2) Given the reactants [Cl:1][C:2]1[CH:3]=[N:4][C:5]2[NH:6][C:7]3[CH:8]=[C:9](C(O)=O)[CH:10]=[C:11]([CH:25]=3)[O:12][CH2:13][CH2:14][S:15][C:16]3[CH:24]=[C:20]([NH:21][C:22]=1[N:23]=2)[CH:19]=[CH:18][CH:17]=3.C([N:31](CC)CC)C.C1(OP(=O)OC2C=CC=CC=2)C=CC=CC=1.O, predict the reaction product. The product is: [Cl:1][C:2]1[CH:3]=[N:4][C:5]2[NH:6][C:7]3[CH:8]=[C:9]([NH2:31])[CH:10]=[C:11]([CH:25]=3)[O:12][CH2:13][CH2:14][S:15][C:16]3[CH:24]=[C:20]([NH:21][C:22]=1[N:23]=2)[CH:19]=[CH:18][CH:17]=3. (3) Given the reactants C[O:2][C:3]1[CH:20]=[CH:19][C:18]2[C:17]3[C:12](=[CH:13][CH:14]=[CH:15][CH:16]=3)[C:11]3[C:6](=[CH:7][C:8]([O:21]C)=[CH:9][CH:10]=3)[C:5]=2[CH:4]=1.B(Br)(Br)Br.ClCCl, predict the reaction product. The product is: [CH:4]1[C:5]2[C:6]3[C:11](=[CH:10][CH:9]=[C:8]([OH:21])[CH:7]=3)[C:12]3[C:17](=[CH:16][CH:15]=[CH:14][CH:13]=3)[C:18]=2[CH:19]=[CH:20][C:3]=1[OH:2]. (4) Given the reactants [Cl:1][C:2]1[C:3]([F:42])=[C:4]([C@@H:8]2[C@:12]([C:15]3[CH:20]=[CH:19][C:18]([Cl:21])=[CH:17][C:16]=3[F:22])([C:13]#[N:14])[C@H:11]([CH2:23][C:24]([CH3:27])([CH3:26])[CH3:25])[NH:10][C@H:9]2[C:28]([NH:30][C:31]2[CH:39]=[CH:38][C:34]([C:35]([OH:37])=[O:36])=[CH:33][C:32]=2[O:40][CH3:41])=[O:29])[CH:5]=[CH:6][CH:7]=1.C(=O)([O-])[O-].[Cs+].[Cs+].Cl[CH:50]([O:52][C:53](=[O:60])[N:54]([CH2:58][CH3:59])[CH:55]([CH3:57])[CH3:56])[CH3:51], predict the reaction product. The product is: [Cl:1][C:2]1[C:3]([F:42])=[C:4]([C@@H:8]2[C@:12]([C:15]3[CH:20]=[CH:19][C:18]([Cl:21])=[CH:17][C:16]=3[F:22])([C:13]#[N:14])[C@H:11]([CH2:23][C:24]([CH3:26])([CH3:27])[CH3:25])[NH:10][C@H:9]2[C:28]([NH:30][C:31]2[CH:39]=[CH:38][C:34]([C:35]([O:37][CH:50]([O:52][C:53](=[O:60])[N:54]([CH2:58][CH3:59])[CH:55]([CH3:56])[CH3:57])[CH3:51])=[O:36])=[CH:33][C:32]=2[O:40][CH3:41])=[O:29])[CH:5]=[CH:6][CH:7]=1. (5) Given the reactants [CH2:1]([O:8][CH2:9][C:10]1[S:11][CH:12]=[C:13]([Br:15])[CH:14]=1)[C:2]1[CH:7]=[CH:6][CH:5]=[CH:4][CH:3]=1.[Li+].CC([N-]C(C)C)C.[CH:24](N1CCCCC1)=[O:25], predict the reaction product. The product is: [CH2:1]([O:8][CH2:9][C:10]1[S:11][C:12]([CH:24]=[O:25])=[C:13]([Br:15])[CH:14]=1)[C:2]1[CH:3]=[CH:4][CH:5]=[CH:6][CH:7]=1. (6) Given the reactants [CH3:1][C:2]1[CH:3]=[CH:4][C:5]2[S:10][CH:9]([C:11]([F:14])([F:13])[F:12])[C:8]([C:15]([O:17]CC)=[O:16])=[CH:7][C:6]=2[CH:20]=1.[OH-].[Na+], predict the reaction product. The product is: [CH3:1][C:2]1[CH:3]=[CH:4][C:5]2[S:10][CH:9]([C:11]([F:13])([F:14])[F:12])[C:8]([C:15]([OH:17])=[O:16])=[CH:7][C:6]=2[CH:20]=1. (7) Given the reactants [O-]CC.[K+].[C:5]([O:12][CH2:13][CH3:14])(=[O:11])[C:6]([O:8]CC)=O.[Cl:15][C:16]1[CH:21]=[C:20]([CH3:22])[C:19]([N+:23]([O-:25])=[O:24])=[CH:18][N:17]=1.C(O)(=O)C, predict the reaction product. The product is: [CH2:13]([O:12][C:5](=[O:11])[C:6](=[O:8])[CH2:22][C:20]1[C:19]([N+:23]([O-:25])=[O:24])=[CH:18][N:17]=[C:16]([Cl:15])[CH:21]=1)[CH3:14].